Dataset: Retrosynthesis with 50K atom-mapped reactions and 10 reaction types from USPTO. Task: Predict the reactants needed to synthesize the given product. (1) Given the product CS(=O)(=O)Nc1ccc(-c2nc(C(F)(F)F)c[nH]2)cc1, predict the reactants needed to synthesize it. The reactants are: CS(=O)(=O)Cl.Nc1ccc(-c2nc(C(F)(F)F)c[nH]2)cc1. (2) The reactants are: CC(=O)O.CCOC(=O)Cn1c(C)cc2c(N)cccc21. Given the product CCOC(=O)Cn1c(C)cc2c(NC(C)=O)cccc21, predict the reactants needed to synthesize it. (3) Given the product CC1(C)C(N)=N[C@](C)(c2cc(Sc3cccc4ccccc34)ccc2F)CS1(=O)=O, predict the reactants needed to synthesize it. The reactants are: CC1(C)C(N)=N[C@](C)(c2cc(Br)ccc2F)CS1(=O)=O.Sc1cccc2ccccc12.